From a dataset of Full USPTO retrosynthesis dataset with 1.9M reactions from patents (1976-2016). Predict the reactants needed to synthesize the given product. (1) Given the product [CH3:8][C:7]1[C:3]2[CH2:2][O:11][C:9](=[O:10])[C:4]=2[S:5][CH:6]=1, predict the reactants needed to synthesize it. The reactants are: O[CH2:2][C:3]1[C:7]([CH3:8])=[CH:6][S:5][C:4]=1[C:9]([OH:11])=[O:10].Cl.CN(C)CCCN=C=NCC. (2) Given the product [NH2:7][CH2:8][CH2:9][NH:10][CH:11]([C:15]1[O:16][C:17]2[C:22]([C:23](=[O:32])[C:24]=1[CH2:25][C:26]1[CH:27]=[CH:28][CH:29]=[CH:30][CH:31]=1)=[CH:21][CH:20]=[C:19]([Cl:33])[CH:18]=2)[CH:12]([CH3:13])[CH3:14], predict the reactants needed to synthesize it. The reactants are: C(OC(=O)[NH:7][CH2:8][CH2:9][NH:10][CH:11]([C:15]1[O:16][C:17]2[C:22]([C:23](=[O:32])[C:24]=1[CH2:25][C:26]1[CH:31]=[CH:30][CH:29]=[CH:28][CH:27]=1)=[CH:21][CH:20]=[C:19]([Cl:33])[CH:18]=2)[CH:12]([CH3:14])[CH3:13])(C)(C)C.